This data is from Reaction yield outcomes from USPTO patents with 853,638 reactions. The task is: Predict the reaction yield, written as a fraction of the theoretical maximum amount of product (1.0 means a 100% yield; for example, 0.34 means a 34% yield). (1) The reactants are [O:1]=[CH:2][C:3]1[CH:11]=[CH:10][C:8]([OH:9])=[C:5]([O:6][CH3:7])[CH:4]=1.Cl[CH2:13][C:14]1[C:23]2[C:18](=[CH:19][CH:20]=[CH:21][CH:22]=2)[CH:17]=[CH:16][CH:15]=1.C(=O)([O-])[O-].[K+].[K+].O. The catalyst is CN(C=O)C. The product is [CH3:7][O:6][C:5]1[CH:4]=[C:3]([CH:11]=[CH:10][C:8]=1[O:9][CH2:13][C:14]1[C:23]2[C:18](=[CH:19][CH:20]=[CH:21][CH:22]=2)[CH:17]=[CH:16][CH:15]=1)[CH:2]=[O:1]. The yield is 0.880. (2) The reactants are FC(F)(F)S(O[C:7]1[CH:8]=[N:9][CH:10]=[C:11]([Cl:13])[CH:12]=1)(=O)=O.C(N(CC)CC)C.[CH3:23][Si:24]([C:27]#[CH:28])([CH3:26])[CH3:25].CCCCCC. The catalyst is COCCOC.Cl[Pd](Cl)([P](C1C=CC=CC=1)(C1C=CC=CC=1)C1C=CC=CC=1)[P](C1C=CC=CC=1)(C1C=CC=CC=1)C1C=CC=CC=1.C(OCC)(=O)C. The product is [Cl:13][C:11]1[CH:10]=[N:9][CH:8]=[C:7]([C:28]#[C:27][Si:24]([CH3:26])([CH3:25])[CH3:23])[CH:12]=1. The yield is 0.870.